This data is from HIV replication inhibition screening data with 41,000+ compounds from the AIDS Antiviral Screen. The task is: Binary Classification. Given a drug SMILES string, predict its activity (active/inactive) in a high-throughput screening assay against a specified biological target. The compound is CC(C)(C)C1CCC2c3c([nH]c4ccccc34)C3C(=O)N(c4ccc(C(=O)O)cc4)C(=O)C3C2C1. The result is 0 (inactive).